From a dataset of NCI-60 drug combinations with 297,098 pairs across 59 cell lines. Regression. Given two drug SMILES strings and cell line genomic features, predict the synergy score measuring deviation from expected non-interaction effect. (1) Cell line: OVCAR-5. Drug 1: CC1=C(C=C(C=C1)NC2=NC=CC(=N2)N(C)C3=CC4=NN(C(=C4C=C3)C)C)S(=O)(=O)N.Cl. Synergy scores: CSS=43.7, Synergy_ZIP=9.13, Synergy_Bliss=10.3, Synergy_Loewe=-27.4, Synergy_HSA=8.56. Drug 2: CCC1(CC2CC(C3=C(CCN(C2)C1)C4=CC=CC=C4N3)(C5=C(C=C6C(=C5)C78CCN9C7C(C=CC9)(C(C(C8N6C)(C(=O)OC)O)OC(=O)C)CC)OC)C(=O)OC)O.OS(=O)(=O)O. (2) Drug 1: CNC(=O)C1=CC=CC=C1SC2=CC3=C(C=C2)C(=NN3)C=CC4=CC=CC=N4. Drug 2: C1=CC(=CC=C1CC(C(=O)O)N)N(CCCl)CCCl.Cl. Cell line: HOP-92. Synergy scores: CSS=15.9, Synergy_ZIP=0.342, Synergy_Bliss=1.41, Synergy_Loewe=-1.22, Synergy_HSA=0.196. (3) Drug 1: COC1=NC(=NC2=C1N=CN2C3C(C(C(O3)CO)O)O)N. Drug 2: C1=CN(C=N1)CC(O)(P(=O)(O)O)P(=O)(O)O. Cell line: ACHN. Synergy scores: CSS=-2.69, Synergy_ZIP=3.86, Synergy_Bliss=2.50, Synergy_Loewe=-4.00, Synergy_HSA=-4.84. (4) Drug 1: CC1=C2C(C(=O)C3(C(CC4C(C3C(C(C2(C)C)(CC1OC(=O)C(C(C5=CC=CC=C5)NC(=O)OC(C)(C)C)O)O)OC(=O)C6=CC=CC=C6)(CO4)OC(=O)C)OC)C)OC. Drug 2: COCCOC1=C(C=C2C(=C1)C(=NC=N2)NC3=CC=CC(=C3)C#C)OCCOC.Cl. Cell line: NCI-H322M. Synergy scores: CSS=69.9, Synergy_ZIP=20.1, Synergy_Bliss=19.7, Synergy_Loewe=3.79, Synergy_HSA=25.9.